This data is from Forward reaction prediction with 1.9M reactions from USPTO patents (1976-2016). The task is: Predict the product of the given reaction. (1) Given the reactants C[Si](C)(C)[C:3]#[C:4][CH2:5][CH2:6][CH2:7][CH2:8][C:9]1[CH:10]=[C:11]2[C:16](=[N:17][CH:18]=1)[NH:15][C:14](=[O:19])[CH2:13][CH2:12]2.[F-].C([N+](CCCC)(CCCC)CCCC)CCC.O, predict the reaction product. The product is: [CH2:8]([C:9]1[CH:10]=[C:11]2[C:16](=[N:17][CH:18]=1)[NH:15][C:14](=[O:19])[CH2:13][CH2:12]2)[CH2:7][CH2:6][CH2:5][C:4]#[CH:3]. (2) Given the reactants [F:1][C:2]([F:21])([F:20])[C:3]([NH:5][C:6]1[C:15]([C:16]([OH:18])=[O:17])=[C:14]2[C:9]([CH:10]3[CH2:19][CH:11]3[CH2:12][O:13]2)=[CH:8][CH:7]=1)=[O:4].C1(N=C=NC2CCCCC2)CCCCC1.C(OC(O[C:40]([CH3:43])([CH3:42])[CH3:41])=O)(O[C:40]([CH3:43])([CH3:42])[CH3:41])=O, predict the reaction product. The product is: [F:21][C:2]([F:1])([F:20])[C:3]([NH:5][C:6]1[C:15]([C:16]([O:18][C:40]([CH3:43])([CH3:42])[CH3:41])=[O:17])=[C:14]2[C:9]([CH:10]3[CH2:19][CH:11]3[CH2:12][O:13]2)=[CH:8][CH:7]=1)=[O:4]. (3) Given the reactants [CH:1]1([C:6](O)([CH3:12])[CH2:7][CH2:8][CH2:9][C:10]#[N:11])[CH2:5][CH2:4][CH2:3][CH2:2]1.S(=O)(=O)(O)O.C1(C(C)CCCC#N)CCCC=1, predict the reaction product. The product is: [C:1]1(=[C:6]([CH3:12])[CH2:7][CH2:8][CH2:9][C:10]#[N:11])[CH2:5][CH2:4][CH2:3][CH2:2]1.